Predict the product of the given reaction. From a dataset of Forward reaction prediction with 1.9M reactions from USPTO patents (1976-2016). Given the reactants [Cl:1][C:2]1[N:7]=[CH:6][C:5]([NH2:8])=[C:4]([NH2:9])[CH:3]=1.[N:10]([O-])=O.[Na+].C([O-])([O-])=O.[Na+].[Na+], predict the reaction product. The product is: [Cl:1][C:2]1[N:7]=[CH:6][C:5]2[N:8]=[N:10][NH:9][C:4]=2[CH:3]=1.